This data is from Full USPTO retrosynthesis dataset with 1.9M reactions from patents (1976-2016). The task is: Predict the reactants needed to synthesize the given product. (1) Given the product [F:27][C:24]1[CH:23]=[CH:22][C:21]([C:19]([C:4]2[CH:5]=[CH:6][C:7]([N:8]3[CH2:13][CH2:12][N:11]4[CH2:14][CH2:15][CH2:16][CH2:17][C@@H:10]4[CH2:9]3)=[CH:2][CH:3]=2)=[O:20])=[CH:26][CH:25]=1, predict the reactants needed to synthesize it. The reactants are: F[C:2]1[CH:3]=[C:4]([C:19]([C:21]2[CH:26]=[CH:25][CH:24]=[CH:23][CH:22]=2)=[O:20])[CH:5]=[C:6](F)[C:7]=1[N:8]1[CH2:13][CH2:12][N:11]2[CH2:14][CH2:15][CH2:16][CH2:17][C@@H:10]2[CH2:9]1.[F:27]C1C=CC(C(C2C=CC(F)=CC=2)=O)=CC=1. (2) Given the product [Cl:8][C:5]1[CH:6]=[CH:7][C:2]([NH:1][S:27]([C:24]2[CH:23]=[CH:22][C:21]([O:20][C:19]([F:18])([F:31])[F:32])=[CH:26][CH:25]=2)(=[O:29])=[O:28])=[C:3]([C:9]([C:11]2[CH:16]=[CH:15][N:14]=[C:13]([CH3:17])[CH:12]=2)=[O:10])[CH:4]=1, predict the reactants needed to synthesize it. The reactants are: [NH2:1][C:2]1[CH:7]=[CH:6][C:5]([Cl:8])=[CH:4][C:3]=1[C:9]([C:11]1[CH:16]=[CH:15][N:14]=[C:13]([CH3:17])[CH:12]=1)=[O:10].[F:18][C:19]([F:32])([F:31])[O:20][C:21]1[CH:26]=[CH:25][C:24]([S:27](Cl)(=[O:29])=[O:28])=[CH:23][CH:22]=1. (3) Given the product [CH2:1]([O:4][C:5]1[CH:12]=[CH:11][C:8](/[CH:9]=[CH:15]/[C:16]([C:18]2[CH:19]=[CH:20][C:21]([O:24][CH3:25])=[CH:22][C:23]=2[O:26][CH3:28])=[O:17])=[CH:7][CH:6]=1)[CH2:2][CH3:3], predict the reactants needed to synthesize it. The reactants are: [CH2:1]([O:4][C:5]1[CH:12]=[CH:11][C:8]([CH:9]=O)=[CH:7][CH:6]=1)[CH2:2][CH3:3].CO[CH2:15][C:16]([C:18]1[CH:23]=[CH:22][C:21]([O:24][CH3:25])=[CH:20][CH:19]=1)=[O:17].[OH-:26].[Na+].[CH3:28]O.